Regression. Given two drug SMILES strings and cell line genomic features, predict the synergy score measuring deviation from expected non-interaction effect. From a dataset of NCI-60 drug combinations with 297,098 pairs across 59 cell lines. (1) Drug 1: CC12CCC(CC1=CCC3C2CCC4(C3CC=C4C5=CN=CC=C5)C)O. Cell line: MDA-MB-231. Drug 2: C1CCC(CC1)NC(=O)N(CCCl)N=O. Synergy scores: CSS=21.6, Synergy_ZIP=-1.02, Synergy_Bliss=3.45, Synergy_Loewe=1.01, Synergy_HSA=4.46. (2) Drug 1: C1CC(CCC1OC2=C(C(=CC=C2)Cl)F)(CC3=NC(=CC=C3)NC4=NC=CS4)C(=O)O. Cell line: HCT116. Synergy scores: CSS=69.2, Synergy_ZIP=6.06, Synergy_Bliss=5.93, Synergy_Loewe=5.80, Synergy_HSA=11.3. Drug 2: CNC(=O)C1=NC=CC(=C1)OC2=CC=C(C=C2)NC(=O)NC3=CC(=C(C=C3)Cl)C(F)(F)F. (3) Drug 1: C1CCN(CC1)CCOC2=CC=C(C=C2)C(=O)C3=C(SC4=C3C=CC(=C4)O)C5=CC=C(C=C5)O. Drug 2: CCC1=CC2CC(C3=C(CN(C2)C1)C4=CC=CC=C4N3)(C5=C(C=C6C(=C5)C78CCN9C7C(C=CC9)(C(C(C8N6C)(C(=O)OC)O)OC(=O)C)CC)OC)C(=O)OC.C(C(C(=O)O)O)(C(=O)O)O. Cell line: HCT-15. Synergy scores: CSS=20.3, Synergy_ZIP=-0.309, Synergy_Bliss=3.28, Synergy_Loewe=-1.24, Synergy_HSA=4.04. (4) Drug 1: C1=CC(=CC=C1CCC2=CNC3=C2C(=O)NC(=N3)N)C(=O)NC(CCC(=O)O)C(=O)O. Drug 2: C1=NC2=C(N1)C(=S)N=CN2. Cell line: NCI-H226. Synergy scores: CSS=7.21, Synergy_ZIP=-11.1, Synergy_Bliss=-16.0, Synergy_Loewe=-18.4, Synergy_HSA=-12.7. (5) Drug 1: C1CCC(C1)C(CC#N)N2C=C(C=N2)C3=C4C=CNC4=NC=N3. Drug 2: C1CC(C1)(C(=O)O)C(=O)O.[NH2-].[NH2-].[Pt+2]. Cell line: SF-295. Synergy scores: CSS=18.1, Synergy_ZIP=-2.27, Synergy_Bliss=-4.08, Synergy_Loewe=-8.80, Synergy_HSA=-2.36. (6) Drug 1: C1=CC=C(C(=C1)C(C2=CC=C(C=C2)Cl)C(Cl)Cl)Cl. Drug 2: C1C(C(OC1N2C=NC(=NC2=O)N)CO)O. Cell line: OVCAR3. Synergy scores: CSS=10.8, Synergy_ZIP=-0.238, Synergy_Bliss=-1.34, Synergy_Loewe=2.30, Synergy_HSA=1.98. (7) Drug 1: C1C(C(OC1N2C=NC(=NC2=O)N)CO)O. Drug 2: CC1CCCC2(C(O2)CC(NC(=O)CC(C(C(=O)C(C1O)C)(C)C)O)C(=CC3=CSC(=N3)C)C)C. Cell line: SNB-75. Synergy scores: CSS=39.5, Synergy_ZIP=-2.10, Synergy_Bliss=-3.34, Synergy_Loewe=-21.3, Synergy_HSA=-3.79.